From a dataset of Full USPTO retrosynthesis dataset with 1.9M reactions from patents (1976-2016). Predict the reactants needed to synthesize the given product. Given the product [Cl:39][C:40]1[CH:41]=[C:42]([NH:43][C:79]([NH:78][C:76](=[O:77])[C:73]2[CH:74]=[CH:75][C:70]([CH2:62][CH2:63][CH2:64][CH2:65][CH2:66][CH2:67][CH2:68][CH3:69])=[CH:71][CH:72]=2)=[S:80])[CH:44]=[CH:45][C:46]=1[O:47][C:48]1[C:57]2[C:52](=[CH:53][C:54]([O:60][CH3:61])=[C:55]([O:58][CH3:59])[CH:56]=2)[N:51]=[CH:50][CH:49]=1, predict the reactants needed to synthesize it. The reactants are: S(Cl)(Cl)=O.C(C1C=CC(C(O)=O)=CC=1)CCCCCCC.C(C1C=CC(C(Cl)=O)=CC=1)CCCCCCC.[Cl:39][C:40]1[CH:41]=[C:42]([CH:44]=[CH:45][C:46]=1[O:47][C:48]1[C:57]2[C:52](=[CH:53][C:54]([O:60][CH3:61])=[C:55]([O:58][CH3:59])[CH:56]=2)[N:51]=[CH:50][CH:49]=1)[NH2:43].[CH2:62]([C:70]1[CH:75]=[CH:74][C:73]([C:76]([N:78]=[C:79]=[S:80])=[O:77])=[CH:72][CH:71]=1)[CH2:63][CH2:64][CH2:65][CH2:66][CH2:67][CH2:68][CH3:69].